This data is from Reaction yield outcomes from USPTO patents with 853,638 reactions. The task is: Predict the reaction yield, written as a fraction of the theoretical maximum amount of product (1.0 means a 100% yield; for example, 0.34 means a 34% yield). The reactants are [C:1]([C:5]1[S:9][C:8]([C@@H:10]2[CH2:15][C@H:14]([C:16]3[O:20][NH:19][C:18](=[O:21])[CH:17]=3)[CH2:13][CH2:12][N:11]2C(OC)=O)=[CH:7][CH:6]=1)([CH3:4])([CH3:3])[CH3:2].Br. No catalyst specified. The product is [C:1]([C:5]1[S:9][C:8]([C@@H:10]2[CH2:15][C@H:14]([C:16]3[O:20][NH:19][C:18](=[O:21])[CH:17]=3)[CH2:13][CH2:12][NH:11]2)=[CH:7][CH:6]=1)([CH3:4])([CH3:2])[CH3:3]. The yield is 0.166.